Dataset: Forward reaction prediction with 1.9M reactions from USPTO patents (1976-2016). Task: Predict the product of the given reaction. (1) Given the reactants [CH2:1]([O:8][C:9]1[CH:24]=[CH:23][C:12]([C:13]([NH:15]OC=CC(OC)=O)=[NH:14])=[C:11]([F:25])[CH:10]=1)[C:2]1[CH:7]=[CH:6][CH:5]=[CH:4][CH:3]=1.[CH3:26]CCCCC.[C:32]([O:35][CH2:36]C)(=[O:34])[CH3:33], predict the reaction product. The product is: [CH2:1]([O:8][C:9]1[CH:24]=[CH:23][C:12]([C:13]2[NH:14][CH:26]=[C:33]([C:32]([O:35][CH3:36])=[O:34])[N:15]=2)=[C:11]([F:25])[CH:10]=1)[C:2]1[CH:3]=[CH:4][CH:5]=[CH:6][CH:7]=1. (2) Given the reactants [Br:1][CH2:2][CH2:3][CH2:4][C:5]1[CH:29]=[CH:28][C:8]([O:9][CH2:10][CH2:11][CH2:12][C:13]2[CH:27]=[CH:26][C:16]([O:17][CH2:18][C@@H:19]3[CH2:23][O:22]C(C)(C)[O:20]3)=[CH:15][CH:14]=2)=[CH:7][CH:6]=1.C(O)(C(F)(F)F)=O.O, predict the reaction product. The product is: [Br:1][CH2:2][CH2:3][CH2:4][C:5]1[CH:6]=[CH:7][C:8]([O:9][CH2:10][CH2:11][CH2:12][C:13]2[CH:27]=[CH:26][C:16]([O:17][CH2:18][C@@H:19]([OH:20])[CH2:23][OH:22])=[CH:15][CH:14]=2)=[CH:28][CH:29]=1. (3) Given the reactants [Br:1][C:2]1[CH:7]=[CH:6][C:5]([C:8]2[CH:13]=[CH:12][CH:11]=[CH:10][C:9]=2[CH2:14][OH:15])=[CH:4][C:3]=1[CH3:16].N1C=CN=C1.Cl[Si:23]([CH:30]([CH3:32])[CH3:31])([CH:27]([CH3:29])[CH3:28])[CH:24]([CH3:26])[CH3:25], predict the reaction product. The product is: [Br:1][C:2]1[CH:7]=[CH:6][C:5]([C:8]2[CH:13]=[CH:12][CH:11]=[CH:10][C:9]=2[CH2:14][O:15][Si:23]([CH:30]([CH3:32])[CH3:31])([CH:27]([CH3:29])[CH3:28])[CH:24]([CH3:26])[CH3:25])=[CH:4][C:3]=1[CH3:16]. (4) Given the reactants F[C:2](F)(F)[C:3]1[CH:8]=[C:7](C(F)(F)F)[CH:6]=[CH:5][C:4]=1[C:13]1[C:22]2[C:17](=[CH:18][C:19]([C:23]3[CH:24]=[C:25]([CH:32]=[CH:33][C:34]=3[CH3:35])[C:26]([NH:28]C3CC3)=[O:27])=[CH:20][CH:21]=2)[CH:16]=[N:15][N:14]=1.O[O:39][S:40]([O-:42])=O.[K+].[CH3:44]O.O, predict the reaction product. The product is: [CH3:35][C:34]1[CH:33]=[CH:32][C:25]([C:26]([NH2:28])=[O:27])=[CH:24][C:23]=1[C:19]1[CH:18]=[C:17]2[C:22](=[CH:21][CH:20]=1)[C:13]([C:4]1[CH:5]=[CH:6][C:7]([S:40]([CH3:44])(=[O:42])=[O:39])=[CH:8][C:3]=1[CH3:2])=[N:14][N:15]=[CH:16]2. (5) Given the reactants [NH:1]1[C:9]2[C:4](=[CH:5][CH:6]=[CH:7][CH:8]=2)[CH2:3][CH:2]1[C:10](O)=[O:11].C1COCC1, predict the reaction product. The product is: [NH:1]1[C:9]2[C:4](=[CH:5][CH:6]=[CH:7][CH:8]=2)[CH2:3][CH:2]1[CH2:10][OH:11].